Dataset: Forward reaction prediction with 1.9M reactions from USPTO patents (1976-2016). Task: Predict the product of the given reaction. (1) Given the reactants [CH3:1][O:2][C:3](=[O:35])[NH:4][C:5]1[CH:10]=[CH:9][CH:8]=[CH:7][C:6]=1[C:11](=[C:25]1[CH2:30][CH2:29][N:28]([CH2:31][CH2:32][CH2:33][CH3:34])[CH2:27][CH2:26]1)[C:12]1[CH:17]=[CH:16][C:15]([C:18]([N:20]([CH2:23][CH3:24])[CH2:21][CH3:22])=[O:19])=[CH:14][CH:13]=1.[NH2:36][C:37]1C=CC=C[C:38]=1C(=C1CCN(CC2C=CC=CN=2)CC1)C1C=CC(C(N(CC)CC)=O)=CC=1.ClC(OC)=O, predict the reaction product. The product is: [CH2:21]([N:20]([CH2:23][CH3:24])[C:18]([C:15]1[CH:16]=[CH:17][C:12]([C:11](=[C:25]2[CH2:30][CH2:29][N:28]([CH2:31][C:32]3[CH:33]=[CH:34][CH:38]=[CH:37][N:36]=3)[CH2:27][CH2:26]2)[C:6]2[CH:7]=[CH:8][CH:9]=[CH:10][C:5]=2[NH:4][C:3](=[O:35])[O:2][CH3:1])=[CH:13][CH:14]=1)=[O:19])[CH3:22]. (2) Given the reactants [OH:1][CH2:2][CH2:3][N:4]([CH3:14])[C:5]1[CH:10]=[CH:9][C:8]([N+:11]([O-:13])=[O:12])=[CH:7][N:6]=1.[H-].[Na+].Br[CH2:18][C:19]([O:21][C:22]([CH3:25])([CH3:24])[CH3:23])=[O:20], predict the reaction product. The product is: [C:22]([O:21][C:19](=[O:20])[CH2:18][O:1][CH2:2][CH2:3][N:4]([CH3:14])[C:5]1[CH:10]=[CH:9][C:8]([N+:11]([O-:13])=[O:12])=[CH:7][N:6]=1)([CH3:25])([CH3:24])[CH3:23]. (3) Given the reactants [OH-].[K+].[ClH:3].C[O:5][C:6](=[O:23])[CH2:7][CH:8]1[CH2:13][CH2:12][C:11]([N:20]([CH3:22])[CH3:21])([C:14]2[CH:19]=[CH:18][CH:17]=[CH:16][CH:15]=2)[CH2:10][CH2:9]1.Cl, predict the reaction product. The product is: [ClH:3].[CH3:22][N:20]([CH3:21])[C:11]1([C:14]2[CH:15]=[CH:16][CH:17]=[CH:18][CH:19]=2)[CH2:12][CH2:13][CH:8]([CH2:7][C:6]([OH:23])=[O:5])[CH2:9][CH2:10]1.